Dataset: Retrosynthesis with 50K atom-mapped reactions and 10 reaction types from USPTO. Task: Predict the reactants needed to synthesize the given product. (1) Given the product CC(C)(CCCCOc1ccc(NC(=O)CCCn2ccnc2)cc1)C(=O)O, predict the reactants needed to synthesize it. The reactants are: CCOC(=O)C(C)(C)CCCCOc1ccc(NC(=O)CCCn2ccnc2)cc1. (2) Given the product Cc1ccc(C)c(Cn2nc(C)c3ccc(Br)cc32)c1, predict the reactants needed to synthesize it. The reactants are: Cc1ccc(C)c(CCl)c1.Cc1n[nH]c2cc(Br)ccc12. (3) Given the product COc1cccc(S(=O)(=O)NCCC(=O)N2CCc3ncn(C)c3C2c2ccc(C#N)c(F)c2)c1, predict the reactants needed to synthesize it. The reactants are: COc1cccc(S(=O)(=O)NCCC(=O)O)c1.Cn1cnc2c1C(c1ccc(C#N)c(F)c1)NCC2. (4) Given the product CON(C)C(=O)C1CCN(C(C)=O)CC1, predict the reactants needed to synthesize it. The reactants are: CC(=O)N1CCC(C(=O)O)CC1.CNOC. (5) The reactants are: CC(C)(C)OC(=O)OC(=O)OC(C)(C)C.CCOC(=O)[C@]1(N)[C@@H](O)C[C@@H]2[C@H]1[C@@]2(F)C(=O)OCC. Given the product CCOC(=O)[C@]1(NC(=O)OC(C)(C)C)[C@@H](O)C[C@@H]2[C@H]1[C@@]2(F)C(=O)OCC, predict the reactants needed to synthesize it. (6) The reactants are: NCc1ccccc1.O=C(Cl)N1c2ccccc2CCc2ccccc21. Given the product O=C(NCc1ccccc1)N1c2ccccc2CCc2ccccc21, predict the reactants needed to synthesize it. (7) Given the product CS(=O)(=O)N1CCc2c(c(-c3ccc(Cl)c(C#N)c3)nn2CCC=O)C1, predict the reactants needed to synthesize it. The reactants are: CS(=O)(=O)N1CCc2c(c(-c3ccc(Cl)c(C#N)c3)nn2CCC2OCCO2)C1.